Dataset: Forward reaction prediction with 1.9M reactions from USPTO patents (1976-2016). Task: Predict the product of the given reaction. Given the reactants [CH3:1][O:2][C:3]1[CH:4]=[C:5]([NH:9][C:10](=[O:27])[C:11]2[CH:16]=[CH:15][C:14]([CH3:17])=[C:13](B3OC(C)(C)C(C)(C)O3)[CH:12]=2)[CH:6]=[CH:7][CH:8]=1.C(=O)([O-])[O-].[Na+].[Na+].Br[C:35]1[CH:49]=[CH:48][C:38]2[C:39]([CH:42]3[CH2:47][CH2:46][NH:45][CH2:44][CH2:43]3)=[N:40][O:41][C:37]=2[CH:36]=1, predict the reaction product. The product is: [CH3:1][O:2][C:3]1[CH:4]=[C:5]([NH:9][C:10](=[O:27])[C:11]2[CH:16]=[CH:15][C:14]([CH3:17])=[C:13]([C:35]3[CH:49]=[CH:48][C:38]4[C:39]([CH:42]5[CH2:43][CH2:44][NH:45][CH2:46][CH2:47]5)=[N:40][O:41][C:37]=4[CH:36]=3)[CH:12]=2)[CH:6]=[CH:7][CH:8]=1.